From a dataset of Full USPTO retrosynthesis dataset with 1.9M reactions from patents (1976-2016). Predict the reactants needed to synthesize the given product. (1) Given the product [CH3:1][N:2]1[CH2:15][CH2:14][C:5]2[N:6]([CH2:19][C:20]3([C:25]4[CH:26]=[CH:27][CH:28]=[CH:29][CH:30]=4)[O:21][CH2:22][CH2:23][O:24]3)[C:7]3[CH:8]=[CH:9][C:10]([CH3:13])=[CH:11][C:12]=3[C:4]=2[CH2:3]1, predict the reactants needed to synthesize it. The reactants are: [CH3:1][N:2]1[CH2:15][CH2:14][C:5]2[NH:6][C:7]3[CH:8]=[CH:9][C:10]([CH3:13])=[CH:11][C:12]=3[C:4]=2[CH2:3]1.[H-].[Na+].Br[CH2:19][C:20]1([C:25]2[CH:30]=[CH:29][CH:28]=[CH:27][CH:26]=2)[O:24][CH2:23][CH2:22][O:21]1.O. (2) Given the product [Br:28][CH2:29][C:30]([NH:1][C:2]1[CH:3]=[CH:4][C:5]([CH2:8][CH:9]([P:16](=[O:21])([O:19][CH3:20])[O:17][CH3:18])[P:10]([O:12][CH3:13])([O:14][CH3:15])=[O:11])=[CH:6][CH:7]=1)=[O:31], predict the reactants needed to synthesize it. The reactants are: [NH2:1][C:2]1[CH:7]=[CH:6][C:5]([CH2:8][CH:9]([P:16](=[O:21])([O:19][CH3:20])[O:17][CH3:18])[P:10]([O:14][CH3:15])([O:12][CH3:13])=[O:11])=[CH:4][CH:3]=1.N1C=CC=CC=1.[Br:28][CH2:29][C:30](Br)=[O:31]. (3) Given the product [Br:15][C:16]1[N:17]=[C:18]([CH:40]([C:2]2[CH:7]=[CH:6][CH:5]=[C:4]([CH2:8][CH3:9])[CH:3]=2)[OH:41])[N:19]([C:21]([C:28]2[CH:33]=[CH:32][CH:31]=[CH:30][CH:29]=2)([C:34]2[CH:35]=[CH:36][CH:37]=[CH:38][CH:39]=2)[C:22]2[CH:23]=[CH:24][CH:25]=[CH:26][CH:27]=2)[CH:20]=1, predict the reactants needed to synthesize it. The reactants are: Br[C:2]1[CH:7]=[CH:6][CH:5]=[C:4]([CH2:8][CH3:9])[CH:3]=1.[Li]CCCC.[Br:15][C:16]1[N:17]=[C:18]([CH:40]=[O:41])[N:19]([C:21]([C:34]2[CH:39]=[CH:38][CH:37]=[CH:36][CH:35]=2)([C:28]2[CH:33]=[CH:32][CH:31]=[CH:30][CH:29]=2)[C:22]2[CH:27]=[CH:26][CH:25]=[CH:24][CH:23]=2)[CH:20]=1. (4) The reactants are: [CH2:1]([O:3][C:4]1[C:5]([F:11])=[N:6][C:7]([CH3:10])=[CH:8][CH:9]=1)[CH3:2].[Br:12]N1C(=O)CCC1=O.N(C(C)(C)C#N)=NC(C)(C)C#N.O. Given the product [Br:12][CH2:10][C:7]1[N:6]=[C:5]([F:11])[C:4]([O:3][CH2:1][CH3:2])=[CH:9][CH:8]=1, predict the reactants needed to synthesize it. (5) Given the product [N:19]1([C:4]2[CH:9]=[CH:8][N:7]=[C:6]([C:10]3[C:18]4[C:13](=[N:14][CH:15]=[CH:16][CH:17]=4)[NH:12][N:11]=3)[N:5]=2)[CH2:24][CH2:23][NH:22][CH2:21][CH2:20]1, predict the reactants needed to synthesize it. The reactants are: CS([C:4]1[CH:9]=[CH:8][N:7]=[C:6]([C:10]2[C:18]3[C:13](=[N:14][CH:15]=[CH:16][CH:17]=3)[NH:12][N:11]=2)[N:5]=1)=O.[N:19]1(C(OC(C)(C)C)=O)[CH2:24][CH2:23][NH:22][CH2:21][CH2:20]1.C(=O)([O-])[O-].[K+].[K+]. (6) Given the product [CH:1]1([S:6]([C:9]2[CH:10]=[C:11]([CH2:15][CH2:16][CH2:17][CH2:18][CH2:19][O:20][CH2:21][CH2:22][CH2:23][CH2:24][CH2:25][CH2:26][N:27]3[CH2:31][C@@H:30]([C:32]4[CH:43]=[CH:42][C:35]5[O:36][C:37]([CH3:40])([CH3:41])[O:38][CH2:39][C:34]=5[CH:33]=4)[O:29][C:28]3=[O:44])[CH:12]=[CH:13][CH:14]=2)(=[O:7])=[O:8])[CH2:2][CH2:3][CH2:4][CH2:5]1, predict the reactants needed to synthesize it. The reactants are: [CH:1]1([S:6]([C:9]2[CH:10]=[C:11]([C:15]#[C:16][CH2:17][CH2:18][CH2:19][O:20][CH2:21][CH2:22][CH2:23][CH2:24][CH2:25][CH2:26][N:27]3[CH2:31][C@@H:30]([C:32]4[CH:43]=[CH:42][C:35]5[O:36][C:37]([CH3:41])([CH3:40])[O:38][CH2:39][C:34]=5[CH:33]=4)[O:29][C:28]3=[O:44])[CH:12]=[CH:13][CH:14]=2)(=[O:8])=[O:7])[CH2:5][CH2:4][CH2:3][CH2:2]1.[H][H]. (7) Given the product [CH3:32][C:2]1[C:3]([NH:12][C@H:13]2[CH2:17][CH2:16][CH2:15][C@@H:14]2[NH:18][C:19](=[O:31])[C:20]2[CH:25]=[CH:24][CH:23]=[CH:22][C:21]=2[N:26]2[N:30]=[CH:29][CH:28]=[N:27]2)=[N:4][CH:5]=[C:6]([C:8]([F:10])([F:11])[F:9])[CH:7]=1, predict the reactants needed to synthesize it. The reactants are: Br[C:2]1[C:3]([NH:12][C@H:13]2[CH2:17][CH2:16][CH2:15][C@@H:14]2[NH:18][C:19](=[O:31])[C:20]2[CH:25]=[CH:24][CH:23]=[CH:22][C:21]=2[N:26]2[N:30]=[CH:29][CH:28]=[N:27]2)=[N:4][CH:5]=[C:6]([C:8]([F:11])([F:10])[F:9])[CH:7]=1.[CH3:32]B(O)O.C(=O)([O-])[O-].[K+].[K+].